Predict the product of the given reaction. From a dataset of Forward reaction prediction with 1.9M reactions from USPTO patents (1976-2016). (1) Given the reactants [CH3:1][O:2][C:3]1[CH:4]=[C:5]([C:11]2[C@@H:20]3[C@@H:15]([CH2:16][CH2:17][CH2:18][CH2:19]3)[C:14](=[O:21])[N:13]([CH:22]3[CH2:27][CH2:26][N:25]([C:28](=[O:48])[C@@H:29]([NH:40]C(=O)OC(C)(C)C)[CH2:30][CH2:31][C:32](=[O:39])[N:33]4[CH2:38][CH2:37][CH2:36][CH2:35][CH2:34]4)[CH2:24][CH2:23]3)[N:12]=2)[CH:6]=[CH:7][C:8]=1[O:9][CH3:10].[ClH:49], predict the reaction product. The product is: [ClH:49].[NH2:40][C@@H:29]([CH2:30][CH2:31][C:32]([N:33]1[CH2:34][CH2:35][CH2:36][CH2:37][CH2:38]1)=[O:39])[C:28]([N:25]1[CH2:24][CH2:23][CH:22]([N:13]2[N:12]=[C:11]([C:5]3[CH:6]=[CH:7][C:8]([O:9][CH3:10])=[C:3]([O:2][CH3:1])[CH:4]=3)[C@@H:20]3[C@@H:15]([CH2:16][CH2:17][CH2:18][CH2:19]3)[C:14]2=[O:21])[CH2:27][CH2:26]1)=[O:48]. (2) Given the reactants [F:1][C:2]1[CH:7]=[CH:6][C:5]([C:8](=[N:14][NH:15][CH3:16])[CH2:9][S:10]([CH3:13])(=[O:12])=[O:11])=[CH:4][CH:3]=1.O1CCCC1.C(N(CC)CC)C.[CH2:29]([C:31]1[CH:36]=[C:35]([CH3:37])[CH:34]=[C:33]([CH2:38][CH3:39])[C:32]=1[C:40](=[O:44])[C:41](Cl)=[O:42])[CH3:30], predict the reaction product. The product is: [CH2:29]([C:31]1[CH:36]=[C:35]([CH3:37])[CH:34]=[C:33]([CH2:38][CH3:39])[C:32]=1[C:40](=[O:44])[C:41]([N:15]([CH3:16])[N:14]=[C:8]([C:5]1[CH:4]=[CH:3][C:2]([F:1])=[CH:7][CH:6]=1)[CH2:9][S:10]([CH3:13])(=[O:12])=[O:11])=[O:42])[CH3:30]. (3) Given the reactants [CH2:1]([N:8]1[C:13](=[O:14])[C:12]2[C:15]([CH3:18])=[N:16][S:17][C:11]=2[N:10]=[C:9]1[CH:19]([N:23]([CH2:33][CH2:34][CH:35]=O)[C:24](=[O:32])[C:25]1[CH:30]=[CH:29][C:28]([Br:31])=[CH:27][CH:26]=1)[CH:20]([CH3:22])[CH3:21])[C:2]1[CH:7]=[CH:6][CH:5]=[CH:4][CH:3]=1.[CH3:37][NH:38][CH3:39].C([BH3-])#N.[Na+], predict the reaction product. The product is: [CH2:1]([N:8]1[C:13](=[O:14])[C:12]2[C:15]([CH3:18])=[N:16][S:17][C:11]=2[N:10]=[C:9]1[CH:19]([N:23]([CH2:33][CH2:34][CH2:35][N:38]([CH3:39])[CH3:37])[C:24](=[O:32])[C:25]1[CH:26]=[CH:27][C:28]([Br:31])=[CH:29][CH:30]=1)[CH:20]([CH3:21])[CH3:22])[C:2]1[CH:3]=[CH:4][CH:5]=[CH:6][CH:7]=1.